Predict the product of the given reaction. From a dataset of Forward reaction prediction with 1.9M reactions from USPTO patents (1976-2016). (1) The product is: [N:28]1[CH:33]=[C:32]([C:2]2[CH:3]=[C:4]([C:8]3([C:18]4[CH:23]=[CH:22][N:21]=[C:20]([C:24]([F:27])([F:25])[F:26])[CH:19]=4)[C:16]4[C:11](=[N:12][CH:13]=[CH:14][CH:15]=4)[C:10]([NH2:17])=[N:9]3)[CH:5]=[CH:6][CH:7]=2)[CH:31]=[N:30][CH:29]=1. Given the reactants Br[C:2]1[CH:3]=[C:4]([C:8]2([C:18]3[CH:23]=[CH:22][N:21]=[C:20]([C:24]([F:27])([F:26])[F:25])[CH:19]=3)[C:16]3[C:11](=[N:12][CH:13]=[CH:14][CH:15]=3)[C:10]([NH2:17])=[N:9]2)[CH:5]=[CH:6][CH:7]=1.[N:28]1[CH:33]=[C:32](B(O)O)[CH:31]=[N:30][CH:29]=1, predict the reaction product. (2) The product is: [O:8]=[C:6]([CH:3]1[CH2:4][CH2:5][O:1][CH2:2]1)[CH2:11][C:10]#[N:12]. Given the reactants [O:1]1[CH2:5][CH2:4][CH:3]([C:6]([O:8]C)=O)[CH2:2]1.[C:10](#[N:12])[CH3:11].CC(C)([O-])C.[K+].[Cl-].[NH4+], predict the reaction product.